This data is from Forward reaction prediction with 1.9M reactions from USPTO patents (1976-2016). The task is: Predict the product of the given reaction. (1) Given the reactants Br[C:2]1[C:3]([CH2:10][CH3:11])=[N:4][C:5]([OH:9])=[C:6]([Br:8])[CH:7]=1.[Li]CCCC, predict the reaction product. The product is: [Br:8][C:6]1[C:5]([OH:9])=[N:4][C:3]([CH2:10][CH3:11])=[CH:2][CH:7]=1. (2) Given the reactants [CH2:1]([O:8][C:9]1[CH:14]=[CH:13][C:12]([O:15][C:16]2[C:21]([CH3:22])=[CH:20][C:19]([N+:23]([O-:25])=[O:24])=[CH:18][C:17]=2[CH3:26])=[CH:11][C:10]=1[S:27]([OH:30])(=O)=[O:28])[C:2]1[CH:7]=[CH:6][CH:5]=[CH:4][CH:3]=1.[Cs].CN(C=O)C.C(Cl)(=O)C([Cl:40])=O, predict the reaction product. The product is: [CH2:1]([O:8][C:9]1[CH:14]=[CH:13][C:12]([O:15][C:16]2[C:21]([CH3:22])=[CH:20][C:19]([N+:23]([O-:25])=[O:24])=[CH:18][C:17]=2[CH3:26])=[CH:11][C:10]=1[S:27]([Cl:40])(=[O:30])=[O:28])[C:2]1[CH:7]=[CH:6][CH:5]=[CH:4][CH:3]=1. (3) Given the reactants [OH:1][CH2:2][CH2:3][C:4]1[CH:5]=[C:6]([CH2:12][CH:13]([O:19][CH:20]([CH3:22])[CH3:21])[C:14]([O:16]CC)=[O:15])[CH:7]=[CH:8][C:9]=1[O:10][CH3:11].[F:23][C:24]1[CH:29]=[CH:28][C:27]([N:30]=[C:31]=[O:32])=[CH:26][CH:25]=1, predict the reaction product. The product is: [F:23][C:24]1[CH:29]=[CH:28][C:27]([NH:30][C:31]([O:1][CH2:2][CH2:3][C:4]2[CH:5]=[C:6]([CH2:12][CH:13]([O:19][CH:20]([CH3:21])[CH3:22])[C:14]([OH:16])=[O:15])[CH:7]=[CH:8][C:9]=2[O:10][CH3:11])=[O:32])=[CH:26][CH:25]=1.